Dataset: Catalyst prediction with 721,799 reactions and 888 catalyst types from USPTO. Task: Predict which catalyst facilitates the given reaction. Reactant: [N+:1]([C:4]1[CH:5]=[C:6]([CH:16]=[CH:17][N:18]=1)[C:7]([NH:9][C:10]1[CH:15]=[CH:14][N:13]=[CH:12][CH:11]=1)=[O:8])([O-])=O. Product: [NH2:1][C:4]1[CH:5]=[C:6]([CH:16]=[CH:17][N:18]=1)[C:7]([NH:9][C:10]1[CH:11]=[CH:12][N:13]=[CH:14][CH:15]=1)=[O:8]. The catalyst class is: 50.